From a dataset of Reaction yield outcomes from USPTO patents with 853,638 reactions. Predict the reaction yield, written as a fraction of the theoretical maximum amount of product (1.0 means a 100% yield; for example, 0.34 means a 34% yield). (1) The reactants are Cl.Cl.Cl.[F:4][C:5]1[CH:14]=[C:13]([C:15]2[C:20]([CH:21]3[CH2:26][CH2:25][NH:24][CH2:23][CH2:22]3)=[N:19][CH:18]=[CH:17][N:16]=2)[CH:12]=[CH:11][C:6]=1[C:7]([NH:9][CH3:10])=[O:8].Cl[C:28]1[CH:37]=[CH:36][C:35]2[C:30](=[CH:31][C:32]([Cl:38])=[CH:33][CH:34]=2)[N:29]=1.C(=O)([O-])[O-].[Cs+].[Cs+]. The catalyst is CC(C)([P](C(C)(C)C)([Pd][P](C(C)(C)C)(C(C)(C)C)C(C)(C)C)C(C)(C)C)C.O1CCOCC1. The product is [Cl:38][C:32]1[CH:31]=[C:30]2[C:35]([CH:36]=[CH:37][C:28]([N:24]3[CH2:25][CH2:26][CH:21]([C:20]4[C:15]([C:13]5[CH:12]=[CH:11][C:6]([C:7]([NH:9][CH3:10])=[O:8])=[C:5]([F:4])[CH:14]=5)=[N:16][CH:17]=[CH:18][N:19]=4)[CH2:22][CH2:23]3)=[N:29]2)=[CH:34][CH:33]=1. The yield is 0.382. (2) The reactants are CS(O[CH2:6][CH:7]1[CH2:15][CH:14]([CH2:16]OS(C)(=O)=O)[CH2:13][C:8]21[O:12][CH2:11][CH2:10][O:9]2)(=O)=O.[NH3:22]. No catalyst specified. The product is [CH2:11]1[O:12][C:8]2([CH2:13][CH:14]3[CH2:15][CH:7]2[CH2:6][NH:22][CH2:16]3)[O:9][CH2:10]1. The yield is 1.00. (3) The reactants are BrC1C(N2CCN(CC3C=NC=CC=3)CC2)=C2N=C(C3C=CC(CN)=CC=3)NC2=NC=1.[CH2:32]([CH:39]1[CH2:44][CH2:43][N:42]([C:45]2[C:50]([Br:51])=[CH:49][N:48]=[C:47]3[NH:52][C:53]([C:55]4[CH:69]=[CH:68][C:58]([CH2:59][NH:60]C(=O)OC(C)(C)C)=[CH:57][CH:56]=4)=[N:54][C:46]=23)[CH2:41][CH2:40]1)[C:33]1[CH:38]=[CH:37][CH:36]=[CH:35][CH:34]=1.C(O)(C(F)(F)F)=O. The catalyst is C(Cl)Cl. The product is [CH2:32]([CH:39]1[CH2:40][CH2:41][N:42]([C:45]2[C:50]([Br:51])=[CH:49][N:48]=[C:47]3[NH:52][C:53]([C:55]4[CH:69]=[CH:68][C:58]([CH2:59][NH2:60])=[CH:57][CH:56]=4)=[N:54][C:46]=23)[CH2:43][CH2:44]1)[C:33]1[CH:38]=[CH:37][CH:36]=[CH:35][CH:34]=1. The yield is 0.970. (4) The reactants are Cl.[NH2:2][CH:3]([C:9]([O:11][CH2:12][CH3:13])=[O:10])[C:4]([O:6][CH2:7][CH3:8])=[O:5].CCN(C(C)C)C(C)C.[C:23](O[C:23]([O:25][C:26]([CH3:29])([CH3:28])[CH3:27])=[O:24])([O:25][C:26]([CH3:29])([CH3:28])[CH3:27])=[O:24]. The catalyst is C(Cl)Cl. The product is [C:26]([O:25][C:23]([NH:2][CH:3]([C:4]([O:6][CH2:7][CH3:8])=[O:5])[C:9]([O:11][CH2:12][CH3:13])=[O:10])=[O:24])([CH3:29])([CH3:28])[CH3:27]. The yield is 1.00. (5) The reactants are Br[C:2]1[CH:20]=[CH:19][C:5]2[N:6]([CH2:9][CH2:10][NH:11][C:12](=[O:18])[O:13][C:14]([CH3:17])([CH3:16])[CH3:15])[CH:7]=[N:8][C:4]=2[CH:3]=1.[CH3:21][C:22]1([CH3:38])[C:26]([CH3:28])([CH3:27])[O:25][B:24]([B:24]2[O:25][C:26]([CH3:28])([CH3:27])[C:22]([CH3:38])([CH3:21])[O:23]2)[O:23]1.C([O-])(=O)C.[K+]. The catalyst is O1CCOCC1.[Pd](Cl)Cl.C1(P(C2C=CC=CC=2)[C-]2C=CC=C2)C=CC=CC=1.[C-]1(P(C2C=CC=CC=2)C2C=CC=CC=2)C=CC=C1.[Fe+2]. The product is [CH3:21][C:22]1([CH3:38])[C:26]([CH3:28])([CH3:27])[O:25][B:24]([C:2]2[CH:20]=[CH:19][C:5]3[N:6]([CH2:9][CH2:10][NH:11][C:12](=[O:18])[O:13][C:14]([CH3:17])([CH3:16])[CH3:15])[CH:7]=[N:8][C:4]=3[CH:3]=2)[O:23]1. The yield is 0.770. (6) The reactants are O.[OH-].[Li+].[CH3:4][C:5]1[CH:10]=[C:9]([CH3:11])[CH:8]=[C:7]([CH3:12])[C:6]=1[NH:13][C:14]([NH:16][C:17]1[C:18]([C:27]([NH:29][C@H:30]([C:35]([O:37]C)=[O:36])[C@H:31]([CH2:33][CH3:34])[CH3:32])=[O:28])=[CH:19][C:20]2[C:25]([CH:26]=1)=[CH:24][CH:23]=[CH:22][CH:21]=2)=[O:15].O.Cl. The catalyst is O1CCOCC1. The product is [CH3:12][C:7]1[CH:8]=[C:9]([CH3:11])[CH:10]=[C:5]([CH3:4])[C:6]=1[NH:13][C:14]([NH:16][C:17]1[C:18]([C:27]([NH:29][C@H:30]([C:35]([OH:37])=[O:36])[C@H:31]([CH2:33][CH3:34])[CH3:32])=[O:28])=[CH:19][C:20]2[C:25]([CH:26]=1)=[CH:24][CH:23]=[CH:22][CH:21]=2)=[O:15]. The yield is 0.520. (7) The reactants are [CH2:1]([C:3]1[CH:4]([C:9]([O:11][CH2:12][CH3:13])=[O:10])[CH2:5][C:6](=[O:8])[CH:7]=1)[CH3:2]. The catalyst is [Pd].CCOC(C)=O. The product is [CH2:1]([CH:3]1[CH2:7][C:6](=[O:8])[CH2:5][CH:4]1[C:9]([O:11][CH2:12][CH3:13])=[O:10])[CH3:2]. The yield is 0.990.